From a dataset of Full USPTO retrosynthesis dataset with 1.9M reactions from patents (1976-2016). Predict the reactants needed to synthesize the given product. (1) Given the product [I:1][C:2]1[CH:3]=[N:4][C:5]2[C:10]([CH:11]=1)=[CH:9][C:8]([O:12][CH:13]([CH2:17][CH3:18])[C:14]([NH:26][C:23]([CH3:25])([CH3:24])[CH2:22][CH2:21][F:20])=[O:16])=[CH:7][CH:6]=2, predict the reactants needed to synthesize it. The reactants are: [I:1][C:2]1[CH:3]=[N:4][C:5]2[C:10]([CH:11]=1)=[CH:9][C:8]([O:12][CH:13]([CH2:17][CH3:18])[C:14]([OH:16])=O)=[CH:7][CH:6]=2.Cl.[F:20][CH2:21][CH2:22][C:23]([NH2:26])([CH3:25])[CH3:24].ON1C2N=CC=CC=2N=N1.F[B-](F)(F)F.N1(OC(N(C)C)=[N+](C)C)C2C=CC=CC=2N=N1. (2) The reactants are: Cl[C:2]1[CH:7]=[C:6]([O:8][CH2:9][C:10]#[CH:11])[N:5]=[CH:4][N:3]=1.C(=O)([O-])[O-].[K+].[K+].[CH3:18][C:19]1[CH:24]=[CH:23][C:22]([OH:25])=[CH:21][CH:20]=1.[Cl-].[NH4+]. Given the product [CH3:18][C:19]1[CH:24]=[CH:23][C:22]([O:25][C:2]2[CH:7]=[C:6]([O:8][CH2:9][C:10]#[CH:11])[N:5]=[CH:4][N:3]=2)=[CH:21][CH:20]=1, predict the reactants needed to synthesize it.